From a dataset of Full USPTO retrosynthesis dataset with 1.9M reactions from patents (1976-2016). Predict the reactants needed to synthesize the given product. (1) Given the product [CH3:1][N:2]([CH3:21])[C:3]1([C:15]2[CH:16]=[CH:17][CH:18]=[CH:19][CH:20]=2)[CH2:8][CH2:7][C:6]2([C:29]3[NH:30][C:25]4[C:26]([C:28]=3[CH2:31][CH2:32][O:9]2)=[CH:27][CH:22]=[CH:23][CH:24]=4)[CH:5]([S:39][C:42]2[CH:7]=[CH:8][CH:3]=[CH:4][CH:5]=2)[CH2:4]1, predict the reactants needed to synthesize it. The reactants are: [CH3:1][N:2]([CH3:21])[C:3]1([C:15]2[CH:20]=[CH:19][CH:18]=[CH:17][CH:16]=2)[CH2:8][CH2:7][C:6](=[O:9])[CH:5](C2SC=CC=2)[CH2:4]1.[CH:22]1[CH:23]=[CH:24][C:25]2[NH:30][CH:29]=[C:28]([CH2:31][CH2:32]O)[C:26]=2[CH:27]=1.C[Si](O[S:39]([C:42](F)(F)F)(=O)=O)(C)C.[OH-].[Na+]. (2) The reactants are: [F:1][C@H:2]1[C@@H:7]([O:8][C:9]2[CH:16]=[CH:15][C:14]([C:17]3[N:22]=[C:21]([NH:23][C:24]4[CH:29]=[CH:28][C:27]([N:30]5[CH2:35][CH2:34][N:33]([CH:36]6[CH2:39][O:38][CH2:37]6)[CH2:32][CH2:31]5)=[CH:26][CH:25]=4)[N:20]=[CH:19][N:18]=3)=[CH:13][C:10]=2[C:11]#[N:12])[CH2:6][CH2:5][NH:4][CH2:3]1.[Cl:40][C:41]1[NH:45][N:44]=[CH:43][C:42]=1[C:46](O)=[O:47].CN(C(ON1N=NC2C=CC=NC1=2)=[N+](C)C)C.F[P-](F)(F)(F)(F)F. Given the product [Cl:40][C:41]1[NH:45][N:44]=[CH:43][C:42]=1[C:46]([N:4]1[CH2:5][CH2:6][C@H:7]([O:8][C:9]2[CH:16]=[CH:15][C:14]([C:17]3[N:22]=[C:21]([NH:23][C:24]4[CH:29]=[CH:28][C:27]([N:30]5[CH2:31][CH2:32][N:33]([CH:36]6[CH2:39][O:38][CH2:37]6)[CH2:34][CH2:35]5)=[CH:26][CH:25]=4)[N:20]=[CH:19][N:18]=3)=[CH:13][C:10]=2[C:11]#[N:12])[C@H:2]([F:1])[CH2:3]1)=[O:47], predict the reactants needed to synthesize it.